Dataset: Full USPTO retrosynthesis dataset with 1.9M reactions from patents (1976-2016). Task: Predict the reactants needed to synthesize the given product. (1) Given the product [CH:1]1([C@@:4]23[C@:15]([CH2:17][CH2:18][C:19]4[CH:24]=[CH:23][CH:22]=[CH:21][C:20]=4[CH:25]([OH:30])[C:26]([O:28][CH3:29])=[O:27])([OH:16])[CH2:14][CH2:13][C:12]2=[CH:11][C:10]2[N:9]([C:31]4[CH:36]=[CH:35][C:34]([F:37])=[CH:33][CH:32]=4)[N:8]=[CH:7][C:6]=2[CH2:5]3)[CH2:2][CH2:3]1, predict the reactants needed to synthesize it. The reactants are: [CH:1]1([C@@:4]23[C@@:15]([C:17]#[C:18][C:19]4[CH:24]=[CH:23][CH:22]=[CH:21][C:20]=4[CH:25]([OH:30])[C:26]([O:28][CH3:29])=[O:27])([OH:16])[CH2:14][CH2:13][C:12]2=[CH:11][C:10]2[N:9]([C:31]4[CH:36]=[CH:35][C:34]([F:37])=[CH:33][CH:32]=4)[N:8]=[CH:7][C:6]=2[CH2:5]3)[CH2:3][CH2:2]1. (2) Given the product [S:29]([OH:33])([OH:32])(=[O:31])=[O:30].[CH2:34]([O:13][C:11](=[O:12])[C@H:10]([CH3:14])[CH2:9][C@H:8]([NH2:15])[CH2:7][C:4]1[CH:5]=[CH:6][C:1]([C:23]2[CH:24]=[CH:25][CH:26]=[CH:27][CH:28]=2)=[CH:2][CH:3]=1)[CH3:35].[C:1]1([C:23]2[CH:24]=[CH:25][CH:26]=[CH:27][CH:28]=2)[CH:2]=[CH:3][C:4]([CH2:7][C@@H:8]([NH:15][C:16]([O:18][C:19]([CH3:22])([CH3:20])[CH3:21])=[O:17])[CH2:9][C@@H:10]([CH3:14])[C:11]([OH:13])=[O:12])=[CH:5][CH:6]=1, predict the reactants needed to synthesize it. The reactants are: [C:1]1([C:23]2[CH:28]=[CH:27][CH:26]=[CH:25][CH:24]=2)[CH:6]=[CH:5][C:4]([CH2:7][C@@H:8]([NH:15][C:16]([O:18][C:19]([CH3:22])([CH3:21])[CH3:20])=[O:17])[CH2:9][C@@H:10]([CH3:14])[C:11]([OH:13])=[O:12])=[CH:3][CH:2]=1.[S:29](=[O:33])(=[O:32])([OH:31])[OH:30].[CH2:34](O)[CH3:35]. (3) Given the product [N-:16]1[CH:20]=[CH:19][N:18]=[CH:17]1.[N:1]1[C:10]2[C:5](=[CH:6][CH:7]=[CH:8][CH:9]=2)[CH:4]=[CH:3][C:2]=1[C:11]([OH:13])=[O:12], predict the reactants needed to synthesize it. The reactants are: [N:1]1[C:10]2[C:5](=[CH:6][CH:7]=[CH:8][CH:9]=2)[CH:4]=[CH:3][C:2]=1[C:11]([OH:13])=[O:12].C([N:16]1[CH:20]=[CH:19][N:18]=[CH:17]1)([N:16]1[CH:20]=[CH:19][N:18]=[CH:17]1)=O. (4) Given the product [N:53]1[CH:58]=[C:57]([CH:59]2[CH2:64][CH2:63][CH2:62][N:60]2[CH3:61])[CH:56]=[CH:55][CH:54]=1, predict the reactants needed to synthesize it. The reactants are: C(O)[C@H]1O[C@H](OC[C@@H](O)[C@@H](O)[C@H](O)C(O)CO)[C@H](O)[C@@H](O)[C@@H]1O.C1(C)CCC(C(C)C)C(O)C1.C(=O)([O-])[O-].[Na+].[Na+].O.O.OC(C(C(C(O)=O)O)O)=O.[N:53]1[CH:58]=[C:57]([CH:59]2[CH2:64][CH2:63][CH2:62][N:60]2[CH3:61])[CH:56]=[CH:55][CH:54]=1.